Dataset: Forward reaction prediction with 1.9M reactions from USPTO patents (1976-2016). Task: Predict the product of the given reaction. (1) Given the reactants [Br:1][CH2:2][C:3]([C:5]1[CH:10]=[CH:9][C:8]([OH:11])=[CH:7][CH:6]=1)=[O:4].[S:12]1[CH:16]=[C:15]([CH:17]([NH:29][C:30]2[CH:35]=[CH:34][CH:33]=[CH:32][CH:31]=2)[C:18]([O:20][C@@H:21]2[CH:26]3[CH2:27][CH2:28][N:23]([CH2:24][CH2:25]3)[CH2:22]2)=[O:19])[C:14]2[CH:36]=[CH:37][CH:38]=[CH:39][C:13]1=2, predict the reaction product. The product is: [Br-:1].[S:12]1[CH:16]=[C:15]([CH:17]([NH:29][C:30]2[CH:35]=[CH:34][CH:33]=[CH:32][CH:31]=2)[C:18]([O:20][C@@H:21]2[CH:26]3[CH2:27][CH2:28][N+:23]([CH2:2][C:3]([C:5]4[CH:10]=[CH:9][C:8]([OH:11])=[CH:7][CH:6]=4)=[O:4])([CH2:24][CH2:25]3)[CH2:22]2)=[O:19])[C:14]2[CH:36]=[CH:37][CH:38]=[CH:39][C:13]1=2. (2) Given the reactants [N:1]([C:4]1[CH:5]=[C:6]([CH:12]=[CH:13][CH:14]=1)[O:7][CH2:8][C:9]([OH:11])=[O:10])=[N+:2]=[N-:3].[CH3:15][Si:16]([C:19]#[CH:20])([CH3:18])[CH3:17], predict the reaction product. The product is: [CH3:15][Si:16]([CH3:18])([CH3:17])[C:19]1[N:3]=[N:2][N:1]([C:4]2[CH:5]=[C:6]([CH:12]=[CH:13][CH:14]=2)[O:7][CH2:8][C:9]([OH:11])=[O:10])[CH:20]=1. (3) Given the reactants [NH2:1][C:2]1[S:3][CH:4]=[C:5]([C:7]2[CH:8]=[C:9]([C:31]([F:34])([F:33])[F:32])[C:10]3[N:11]([C:13]([Cl:30])=[C:14]([C:16]([N:18]4[CH2:22][CH2:21][CH:20]([C:23]5[CH:28]=[CH:27][CH:26]=[C:25]([F:29])[CH:24]=5)[CH2:19]4)=[O:17])[N:15]=3)[CH:12]=2)[N:6]=1.C(N(CC)C(C)C)(C)C.[C:44](Cl)(=[O:46])[CH3:45], predict the reaction product. The product is: [Cl:30][C:13]1[N:11]2[CH:12]=[C:7]([C:5]3[N:6]=[C:2]([NH:1][C:44](=[O:46])[CH3:45])[S:3][CH:4]=3)[CH:8]=[C:9]([C:31]([F:34])([F:33])[F:32])[C:10]2=[N:15][C:14]=1[C:16]([N:18]1[CH2:22][CH2:21][CH:20]([C:23]2[CH:28]=[CH:27][CH:26]=[C:25]([F:29])[CH:24]=2)[CH2:19]1)=[O:17]. (4) The product is: [CH2:20]([N:19]([CH2:10][N:1]1[C:5]2[CH:6]=[CH:7][CH:8]=[CH:9][C:4]=2[N:3]=[N:2]1)[CH2:12][C:13]1[CH:18]=[CH:17][CH:16]=[CH:15][CH:14]=1)[C:21]1[CH:26]=[CH:25][CH:24]=[CH:23][CH:22]=1. Given the reactants [N:1]1([CH2:10]O)[C:5]2[CH:6]=[CH:7][CH:8]=[CH:9][C:4]=2[N:3]=[N:2]1.[CH2:12]([NH:19][CH2:20][C:21]1[CH:26]=[CH:25][CH:24]=[CH:23][CH:22]=1)[C:13]1[CH:18]=[CH:17][CH:16]=[CH:15][CH:14]=1.N1C2C=CC=CC=2N=N1, predict the reaction product.